Task: Predict the reactants needed to synthesize the given product.. Dataset: Full USPTO retrosynthesis dataset with 1.9M reactions from patents (1976-2016) (1) Given the product [Cl:22][C:20]1[CH:19]=[CH:18][C:17]([O:23][C:24]([CH3:25])([CH3:26])[C:27]([NH:57][S:54]([CH3:53])(=[O:56])=[O:55])=[O:28])=[C:16]([CH:15]2[CH2:14][C:13](=[O:30])[NH:12][CH:11]([C:31]3[CH:36]=[C:35]([CH3:37])[CH:34]=[CH:33][C:32]=3[O:38][CH3:39])[C:10]32[C:5]2[C:6](=[CH:7][C:2]([Cl:1])=[CH:3][CH:4]=2)[NH:8][C:9]3=[O:40])[CH:21]=1, predict the reactants needed to synthesize it. The reactants are: [Cl:1][C:2]1[CH:7]=[C:6]2[NH:8][C:9](=[O:40])[C:10]3([CH:15]([C:16]4[CH:21]=[C:20]([Cl:22])[CH:19]=[CH:18][C:17]=4[O:23][C:24]([C:27](O)=[O:28])([CH3:26])[CH3:25])[CH2:14][C:13](=[O:30])[NH:12][CH:11]3[C:31]3[CH:36]=[C:35]([CH3:37])[CH:34]=[CH:33][C:32]=3[O:38][CH3:39])[C:5]2=[CH:4][CH:3]=1.C1N=CN(C(N2C=NC=C2)=O)C=1.[CH3:53][S:54]([NH2:57])(=[O:56])=[O:55].[H-].[Na+].Cl. (2) The reactants are: [NH2:1][C@@H:2]1[CH2:7][CH2:6][C@H:5]([NH:8][C:9](=[O:19])[C:10]2[CH:15]=[C:14]([F:16])[C:13]([F:17])=[C:12]([F:18])[CH:11]=2)[CH2:4][CH2:3]1.[Cl:20][C:21]1[C:22]2[CH:29]=[CH:28][N:27]([CH3:30])[C:23]=2[N:24]=[CH:25][N:26]=1. Given the product [ClH:20].[F:16][C:14]1[CH:15]=[C:10]([CH:11]=[C:12]([F:18])[C:13]=1[F:17])[C:9]([NH:8][C@H:5]1[CH2:4][CH2:3][C@@H:2]([NH:1][C:21]2[C:22]3[CH:29]=[CH:28][N:27]([CH3:30])[C:23]=3[N:24]=[CH:25][N:26]=2)[CH2:7][CH2:6]1)=[O:19], predict the reactants needed to synthesize it. (3) The reactants are: Br[C:2]1[CH:3]=[N:4][C:5]([O:8]N2C3=NC=CC=C3N=N2)=[N:6][CH:7]=1.COOB([C:23]1[CH:24]=[N:25]C=C[CH:28]=1)O.[C:29]([O-])([O-])=O.[Cs+].[Cs+].[CH3:35][O:36][CH2:37][CH2:38][O:39]C. Given the product [CH3:35][O:36][C:37]1[C:38]([O:39][C:7]2[CH:2]=[CH:3][N:4]([CH3:29])[C:5](=[O:8])[N:6]=2)=[CH:28][CH:23]=[CH:24][N:25]=1, predict the reactants needed to synthesize it.